This data is from Reaction yield outcomes from USPTO patents with 853,638 reactions. The task is: Predict the reaction yield, written as a fraction of the theoretical maximum amount of product (1.0 means a 100% yield; for example, 0.34 means a 34% yield). (1) The reactants are O[CH2:2][C:3]1[CH:12]=[N:11][C:10]2[N:9]3[CH2:13][CH2:14][CH2:15][C@H:8]3[C:7](=[O:16])[NH:6][C:5]=2[CH:4]=1.[F:17][C:18]1[CH:19]=[C:20]([CH:23]=[CH:24][C:25]=1[N:26]1[CH2:31][CH2:30][NH:29][CH2:28][CH2:27]1)[C:21]#[N:22].[I-].C(C[P+](C)(C)C)#N.C(N(CC)C(C)C)(C)C. The catalyst is C(#N)CC.CS(C)=O. The product is [F:17][C:18]1[CH:19]=[C:20]([CH:23]=[CH:24][C:25]=1[N:26]1[CH2:31][CH2:30][N:29]([CH2:2][C:3]2[CH:12]=[N:11][C:10]3[N:9]4[CH2:13][CH2:14][CH2:15][C@H:8]4[C:7](=[O:16])[NH:6][C:5]=3[CH:4]=2)[CH2:28][CH2:27]1)[C:21]#[N:22]. The yield is 0.216. (2) The reactants are [C:1](O[BH-](OC(=O)C)OC(=O)C)(=O)C.[Na+].FC(F)(F)C(O)=O.[F:22][C:23]([F:58])([F:57])[CH2:24][C:25]([NH:27][C:28]1[CH:33]=[CH:32][C:31]([S:34][C:35]2[N:40]=[C:39]([NH:41][C:42]3[NH:46][N:45]=[C:44]([CH3:47])[CH:43]=3)[CH:38]=[C:37]([N:48]3[CH2:56][CH:55]4[CH:50]([NH:51][CH2:52][CH2:53][CH2:54]4)[CH2:49]3)[N:36]=2)=[CH:30][CH:29]=1)=[O:26].C(N(C(C)C)CC)(C)C.C=O. The catalyst is ClC(Cl)C. The product is [F:58][C:23]([F:22])([F:57])[CH2:24][C:25]([NH:27][C:28]1[CH:33]=[CH:32][C:31]([S:34][C:35]2[N:40]=[C:39]([NH:41][C:42]3[NH:46][N:45]=[C:44]([CH3:47])[CH:43]=3)[CH:38]=[C:37]([N:48]3[CH2:56][CH:55]4[CH:50]([N:51]([CH3:1])[CH2:52][CH2:53][CH2:54]4)[CH2:49]3)[N:36]=2)=[CH:30][CH:29]=1)=[O:26]. The yield is 0.290. (3) The reactants are [C:1]([C:3]1[C:4]([C:20]([F:23])([F:22])[F:21])=[C:5]2[C:9](=[CH:10][CH:11]=1)[N:8]([CH2:12][C:13](=[NH:16])[NH:14][OH:15])[C:7]([CH2:17][CH2:18][CH3:19])=[CH:6]2)#[N:2].[F:24][C:25]([F:36])([F:35])[C:26]1[CH:27]=[C:28]([CH:32]=[CH:33][CH:34]=1)[C:29](Cl)=O.C(N(CC)C(C)C)(C)C. The catalyst is C(#N)C. The product is [CH2:17]([C:7]1[N:8]([CH2:12][C:13]2[N:16]=[C:29]([C:28]3[CH:32]=[CH:33][CH:34]=[C:26]([C:25]([F:24])([F:35])[F:36])[CH:27]=3)[O:15][N:14]=2)[C:9]2[C:5]([CH:6]=1)=[C:4]([C:20]([F:22])([F:23])[F:21])[C:3]([C:1]#[N:2])=[CH:11][CH:10]=2)[CH2:18][CH3:19]. The yield is 0.410. (4) The catalyst is C1(C)C=CC=CC=1. The reactants are [CH2:1]1[CH2:5][O:4][C:3]2[CH:6]=[CH:7][C:8]3[CH2:9][CH2:10][C@@H:11]([CH2:13][C:14]([NH2:16])=O)[C:12]=3[C:2]1=2.O=P(Cl)(Cl)Cl. The yield is 0.700. The product is [CH2:1]1[CH2:5][O:4][C:3]2[CH:6]=[CH:7][C:8]3[CH2:9][CH2:10][C@@H:11]([CH2:13][C:14]#[N:16])[C:12]=3[C:2]1=2. (5) The reactants are [Cl:1][C:2]1[CH:10]=[CH:9][C:8]([NH:11][C:12]([C:14]2[O:15][CH:16]=[CH:17][CH:18]=2)=[O:13])=[CH:7][C:3]=1[C:4](O)=O.[NH2:19][C:20]1[C:25]([NH2:26])=[CH:24][C:23]([CH3:27])=[CH:22][N:21]=1. No catalyst specified. The product is [Cl:1][C:2]1[CH:10]=[CH:9][C:8]([NH:11][C:12]([C:14]2[O:15][CH:16]=[CH:17][CH:18]=2)=[O:13])=[CH:7][C:3]=1[C:4]1[NH:26][C:25]2[C:20]([N:19]=1)=[N:21][CH:22]=[C:23]([CH3:27])[CH:24]=2. The yield is 0.0600. (6) The reactants are [Br:1][C:2]1[C:7]([N+:8]([O-])=O)=[CH:6][CH:5]=[CH:4][C:3]=1[O:11][CH3:12].C([O-])([O-])=O.[Na+].[Na+]. The catalyst is C(O)(=O)C.C(O)C.O.[Fe]. The product is [Br:1][C:2]1[C:3]([O:11][CH3:12])=[CH:4][CH:5]=[CH:6][C:7]=1[NH2:8]. The yield is 0.910. (7) The reactants are C([O:5][NH:6][C:7]([C:9]1[C:14]([NH:15][C:16]2[CH:21]=[CH:20][C:19]([Br:22])=[CH:18][C:17]=2[F:23])=[C:13]([F:24])[C:12](=[O:25])[N:11]([CH3:26])[CH:10]=1)=[O:8])(C)(C)C.C(O)(C(F)(F)F)=O. No catalyst specified. The product is [OH:5][NH:6][C:7]([C:9]1[C:14]([NH:15][C:16]2[CH:21]=[CH:20][C:19]([Br:22])=[CH:18][C:17]=2[F:23])=[C:13]([F:24])[C:12](=[O:25])[N:11]([CH3:26])[CH:10]=1)=[O:8]. The yield is 0.330.